This data is from Forward reaction prediction with 1.9M reactions from USPTO patents (1976-2016). The task is: Predict the product of the given reaction. (1) Given the reactants C([NH:4][C:5]1[C:14]2[C:9](=[CH:10][CH:11]=[C:12](Cl)[CH:13]=2)[N:8]=[C:7]([NH:16][CH2:17][C:18]2[CH:23]=[CH:22][CH:21]=[CH:20][C:19]=2[O:24][CH3:25])[CH:6]=1)C=C.[N:26]1[CH:31]=[CH:30][CH:29]=[C:28]([CH2:32][NH2:33])[CH:27]=1, predict the reaction product. The product is: [CH3:25][O:24][C:19]1[CH:20]=[CH:21][CH:22]=[CH:23][C:18]=1[CH2:17][NH:16][C:7]1[CH:6]=[C:5]([NH2:4])[C:14]2[C:9](=[CH:10][CH:11]=[C:12]([NH:33][CH2:32][C:28]3[CH:27]=[N:26][CH:31]=[CH:30][CH:29]=3)[CH:13]=2)[N:8]=1. (2) Given the reactants C[O:2][C:3]([CH:5]1[CH2:10][CH2:9][CH:8]([C:11]2[CH:16]=[CH:15][C:14]([CH:17]=[CH:18][CH:19]3[CH2:24][CH2:23][CH:22]([CH2:25][CH2:26][CH2:27][CH2:28][CH3:29])[CH2:21][CH2:20]3)=[CH:13][CH:12]=2)[CH2:7][CH2:6]1)=O.COCCO[AlH2-]OCCOC.[Na+].O.Cl, predict the reaction product. The product is: [CH2:25]([CH:22]1[CH2:21][CH2:20][CH:19]([CH:18]=[CH:17][C:14]2[CH:13]=[CH:12][C:11]([C@H:8]3[CH2:7][CH2:6][C@H:5]([CH:3]=[O:2])[CH2:10][CH2:9]3)=[CH:16][CH:15]=2)[CH2:24][CH2:23]1)[CH2:26][CH2:27][CH2:28][CH3:29]. (3) Given the reactants O[CH2:2][C:3]1[CH:8]=[C:7]([C:9]2[CH:10]=[C:11]([C:15]3[CH2:21][C:20](=[O:22])[NH:19][C:18]4[CH:23]=[C:24]([C:33]([F:36])([F:35])[F:34])[C:25]([O:27][CH2:28][C:29]([F:32])([F:31])[F:30])=[CH:26][C:17]=4[N:16]=3)[CH:12]=[CH:13][CH:14]=2)[CH:6]=[CH:5][N:4]=1.S(Cl)(Cl)=O.[Cl-].[CH:42]1([NH2:45])[CH2:44][CH2:43]1, predict the reaction product. The product is: [CH:42]1([NH:45][CH2:2][C:3]2[CH:8]=[C:7]([C:9]3[CH:10]=[C:11]([C:15]4[CH2:21][C:20](=[O:22])[NH:19][C:18]5[CH:23]=[C:24]([C:33]([F:36])([F:34])[F:35])[C:25]([O:27][CH2:28][C:29]([F:30])([F:31])[F:32])=[CH:26][C:17]=5[N:16]=4)[CH:12]=[CH:13][CH:14]=3)[CH:6]=[CH:5][N:4]=2)[CH2:44][CH2:43]1. (4) The product is: [CH3:15][O:14][C:6]1[CH:7]=[C:8]([N+:11]([O-:13])=[O:12])[CH:9]=[CH:10][C:5]=1[O:4][CH2:3][CH2:2][N:19]1[CH2:20][CH:21]([CH3:23])[CH2:22][CH:17]([CH3:16])[CH2:18]1. Given the reactants Br[CH2:2][CH2:3][O:4][C:5]1[CH:10]=[CH:9][C:8]([N+:11]([O-:13])=[O:12])=[CH:7][C:6]=1[O:14][CH3:15].[CH3:16][CH:17]1[CH2:22][CH:21]([CH3:23])[CH2:20][NH:19][CH2:18]1, predict the reaction product. (5) Given the reactants [NH:1]1[CH:5]=[CH:4][N:3]=[CH:2]1.Br[C:7]1[CH:8]=[C:9]([CH:12]=[CH:13][C:14]=1[O:15][CH3:16])[CH:10]=[O:11].O.N, predict the reaction product. The product is: [N:1]1([C:12]2[CH:13]=[C:14]([O:15][CH3:16])[CH:7]=[CH:8][C:9]=2[CH:10]=[O:11])[CH:5]=[CH:4][N:3]=[CH:2]1. (6) Given the reactants [Cl:1][C:2]1[CH:7]=[CH:6][CH:5]=[CH:4][C:3]=1[C:8]1[N:12]([C:13]2[CH:18]=[CH:17][C:16]([O:19]C)=[CH:15][C:14]=2[CH3:21])[C:11]2[CH:22]=[CH:23][CH:24]=[CH:25][C:10]=2[N:9]=1.B(Br)(Br)Br, predict the reaction product. The product is: [Cl:1][C:2]1[CH:7]=[CH:6][CH:5]=[CH:4][C:3]=1[C:8]1[N:12]([C:13]2[CH:18]=[CH:17][C:16]([OH:19])=[CH:15][C:14]=2[CH3:21])[C:11]2[CH:22]=[CH:23][CH:24]=[CH:25][C:10]=2[N:9]=1. (7) Given the reactants [C:1]([NH:8][CH2:9][CH2:10][C:11]([OH:13])=[O:12])([O:3][C:4]([CH3:7])([CH3:6])[CH3:5])=[O:2].[CH3:14][C@@H:15]1[C@:32]([OH:37])([C:33]([CH2:35][OH:36])=[O:34])[C@:31]2([CH3:38])[C@H:17]([C@H:18]3[C@:28]([F:40])([C@@H:29]([OH:39])[CH2:30]2)[C@:27]2([CH3:41])[C:21](=[CH:22][C:23]([CH:25]=[CH:26]2)=[O:24])[CH2:20][CH2:19]3)[CH2:16]1.CCN=C=NCCCN(C)C.Cl, predict the reaction product. The product is: [C:1]([NH:8][CH2:9][CH2:10][C:11]([OH:13])=[O:12])([O:3][C:4]([CH3:6])([CH3:7])[CH3:5])=[O:2].[CH3:14][C@@H:15]1[C@:32]([OH:37])([C:33]([CH2:35][OH:36])=[O:34])[C@:31]2([CH3:38])[C@H:17]([C@H:18]3[C@:28]([F:40])([C@@H:29]([OH:39])[CH2:30]2)[C@:27]2([CH3:41])[C:21](=[CH:22][C:23]([CH:25]=[CH:26]2)=[O:24])[CH2:20][CH2:19]3)[CH2:16]1. (8) The product is: [N+:67]([O:70][CH:71]([CH2:88][O:89][N+:90]([O-:92])=[O:91])[CH2:72][O:73][CH2:74][CH2:75][C:76]([OH:78])=[O:77])([O-:69])=[O:68]. Given the reactants [N+](C1C=CC(C(OCCC(C)(C)CC=C)=O)=CC=1)([O-])=O.C(OCCC(OC1C=CC([N+]([O-])=O)=CC=1)=O)C=C.[N+](C1C=CC(C(OCCC(C)(C)CC(O[N+]([O-])=O)CO[N+]([O-])=O)=O)=CC=1)([O-])=O.[N+:67]([O:70][CH:71]([CH2:88][O:89][N+:90]([O-:92])=[O:91])[CH2:72][O:73][CH2:74][CH2:75][C:76]([O:78]C1C=CC([N+]([O-])=O)=CC=1)=[O:77])([O-:69])=[O:68], predict the reaction product. (9) Given the reactants N1C(C2C=CC([C:12]3[C:21](C)=[CH:20][C:19]4[C:14](=[CH:15][CH:16]=[C:17]([O:23]C)[CH:18]=4)[N:13]=3)=CC=2)=NN=N1.B(Br)(Br)Br.C(Cl)[Cl:30], predict the reaction product. The product is: [Cl:30][C:12]1[CH:21]=[CH:20][C:19]2[C:14](=[CH:15][CH:16]=[C:17]([OH:23])[CH:18]=2)[N:13]=1. (10) The product is: [NH2:13][C:14]1[NH:1][C:2]2[CH:3]=[C:4]([C:5]([O:7][CH3:8])=[O:6])[CH:9]=[CH:10][C:11]=2[N:12]=1. Given the reactants [NH2:1][C:2]1[CH:3]=[C:4]([CH:9]=[CH:10][C:11]=1[NH2:12])[C:5]([O:7][CH3:8])=[O:6].[N:13]#[C:14]Br, predict the reaction product.